From a dataset of Full USPTO retrosynthesis dataset with 1.9M reactions from patents (1976-2016). Predict the reactants needed to synthesize the given product. (1) Given the product [C:16]([NH:15][C:10]1[CH:11]=[CH:12][CH:13]=[CH:14][C:9]=1[NH:8][C:6]1[C:5]([C:20]([F:23])([F:22])[F:21])=[CH:4][N:3]=[C:2]([NH:24][C:25]2[CH:26]=[C:27]([CH:31]=[CH:32][C:33]=2[CH3:34])[C:28]([NH2:30])=[O:29])[N:7]=1)(=[O:19])[CH:17]=[CH2:18], predict the reactants needed to synthesize it. The reactants are: Cl[C:2]1[N:7]=[C:6]([NH:8][C:9]2[CH:14]=[CH:13][CH:12]=[CH:11][C:10]=2[NH:15][C:16](=[O:19])[CH:17]=[CH2:18])[C:5]([C:20]([F:23])([F:22])[F:21])=[CH:4][N:3]=1.[NH2:24][C:25]1[CH:26]=[C:27]([CH:31]=[CH:32][C:33]=1[CH3:34])[C:28]([NH2:30])=[O:29].CO.C(Cl)Cl. (2) Given the product [NH2:1][C:4]1[C:14]([NH2:15])=[CH:13][C:12]2[CH:11]3[CH2:18][CH:7]([CH2:8][N:9]([C:19](=[O:24])[C:20]([F:23])([F:21])[F:22])[CH2:10]3)[C:6]=2[CH:5]=1, predict the reactants needed to synthesize it. The reactants are: [N+:1]([C:4]1[C:14]([N+:15]([O-])=O)=[CH:13][C:12]2[CH:11]3[CH2:18][CH:7]([CH2:8][N:9]([C:19](=[O:24])[C:20]([F:23])([F:22])[F:21])[CH2:10]3)[C:6]=2[CH:5]=1)([O-])=O. (3) Given the product [Br:12][C:13]1[CH:18]=[CH:17][C:16]([O:10][CH2:9][CH:5]2[CH2:6][CH2:7][CH2:8][CH2:3][CH2:4]2)=[CH:15][C:14]=1[CH3:20], predict the reactants needed to synthesize it. The reactants are: CN(C)[C:3]1[CH:4]=[C:5]([CH2:9][OH:10])[CH:6]=[CH:7][CH:8]=1.[Br:12][C:13]1[CH:18]=[CH:17][C:16](O)=[CH:15][C:14]=1[CH3:20].CC1(C)C(C)(C)OB(C2C=NNC=2)O1. (4) Given the product [CH3:21][C:20]([CH3:22])([CH:37]([OH:38])[C:34]1[CH:35]=[CH:36][N:31]=[CH:32][CH:33]=1)[C:19]([O:24][CH2:25][CH2:26][Si:27]([CH3:29])([CH3:28])[CH3:30])=[O:23], predict the reactants needed to synthesize it. The reactants are: C([Li])CCC.CCCCCC.C(NC(C)C)(C)C.[C:19]([O:24][CH2:25][CH2:26][Si:27]([CH3:30])([CH3:29])[CH3:28])(=[O:23])[CH:20]([CH3:22])[CH3:21].[N:31]1[CH:36]=[CH:35][C:34]([CH:37]=[O:38])=[CH:33][CH:32]=1.[Cl-].[NH4+]. (5) Given the product [CH3:1][S:2]([N:5]1[CH2:10][CH2:9][CH2:8][C@H:7]([NH:11][C:12]2[C:17]([C:18]3[N:19]=[C:20]4[CH:26]=[CH:25][NH:24][C:21]4=[N:22][CH:23]=3)=[CH:16][N:15]=[C:14]([NH:45][C:42]3[CH:43]=[CH:44][N:39]=[CH:40][CH:41]=3)[N:13]=2)[CH2:6]1)(=[O:4])=[O:3], predict the reactants needed to synthesize it. The reactants are: [CH3:1][S:2]([N:5]1[CH2:10][CH2:9][CH2:8][C@H:7]([NH:11][C:12]2[C:17]([C:18]3[N:19]=[C:20]4[CH:26]=[CH:25][N:24](COCC[Si](C)(C)C)[C:21]4=[N:22][CH:23]=3)=[CH:16][N:15]=[C:14](S(C)(=O)=O)[N:13]=2)[CH2:6]1)(=[O:4])=[O:3].[N:39]1[CH:44]=[CH:43][C:42]([NH2:45])=[CH:41][CH:40]=1.CS(C)(=O)=O. (6) Given the product [C:1]([C:5]1[C:10]([O:11][C:12](=[O:17])[C:13]([CH3:16])([CH3:14])[CH3:15])=[CH:9][C:8]([CH2:29][CH:24]=[CH2:25])=[C:7]([OH:18])[CH:6]=1)([CH3:3])([CH3:4])[CH3:2], predict the reactants needed to synthesize it. The reactants are: [C:1]([C:5]1[CH:6]=[C:7]([O:18]CC=C)[CH:8]=[CH:9][C:10]=1[O:11][C:12](=[O:17])[C:13]([CH3:16])([CH3:15])[CH3:14])([CH3:4])([CH3:3])[CH3:2].CN(C)[C:24]1[CH:29]=CC=C[CH:25]=1. (7) Given the product [Cl:10][C:4]1[CH:3]=[C:2]([C:18]2[CH:17]=[CH:16][C:15]3[O:11][CH2:12][CH2:13][C:14]=3[CH:19]=2)[CH:8]=[C:7]([F:9])[C:5]=1[NH2:6], predict the reactants needed to synthesize it. The reactants are: Br[C:2]1[CH:8]=[C:7]([F:9])[C:5]([NH2:6])=[C:4]([Cl:10])[CH:3]=1.[O:11]1[C:15]2[CH:16]=[CH:17][C:18](B(O)O)=[CH:19][C:14]=2[CH2:13][CH2:12]1.